From a dataset of Forward reaction prediction with 1.9M reactions from USPTO patents (1976-2016). Predict the product of the given reaction. (1) The product is: [C:1]([C:5]1[N:9]([CH2:10][CH:11]2[CH2:16][CH2:15][C:14]([F:18])([F:17])[CH2:13][CH2:12]2)[C:8]2[CH:19]=[CH:20][C:21]([S:23]([N:42]3[CH2:43][CH2:44][C@@H:40]([NH:39][C:36](=[O:38])[CH3:37])[CH2:41]3)(=[O:25])=[O:24])=[CH:22][C:7]=2[N:6]=1)([CH3:4])([CH3:3])[CH3:2]. Given the reactants [C:1]([C:5]1[N:9]([CH2:10][CH:11]2[CH2:16][CH2:15][C:14]([F:18])([F:17])[CH2:13][CH2:12]2)[C:8]2[CH:19]=[CH:20][C:21]([S:23](Cl)(=[O:25])=[O:24])=[CH:22][C:7]=2[N:6]=1)([CH3:4])([CH3:3])[CH3:2].C(N(CC)C(C)C)(C)C.[C:36]([NH:39][C@@H:40]1[CH2:44][CH2:43][NH:42][CH2:41]1)(=[O:38])[CH3:37], predict the reaction product. (2) Given the reactants [Cl:1][C:2]1[CH:7]=[CH:6][CH:5]=[C:4]([N:8]2[CH2:13][CH2:12][NH:11][CH2:10][CH2:9]2)[C:3]=1[C:14](=[O:16])[CH3:15].[O:17]=[C:18]1[NH:27][C:26]2[N:25]=[C:24]([O:28][CH2:29][CH2:30][CH2:31][CH:32]=O)[CH:23]=[CH:22][C:21]=2[CH2:20][CH2:19]1, predict the reaction product. The product is: [C:14]([C:3]1[C:2]([Cl:1])=[CH:7][CH:6]=[CH:5][C:4]=1[N:8]1[CH2:13][CH2:12][N:11]([CH2:32][CH2:31][CH2:30][CH2:29][O:28][C:24]2[N:25]=[C:26]3[C:21]([CH2:20][CH2:19][C:18](=[O:17])[NH:27]3)=[CH:22][CH:23]=2)[CH2:10][CH2:9]1)(=[O:16])[CH3:15]. (3) Given the reactants [NH2:1][C:2]1[C:7]([CH2:8][OH:9])=[CH:6][CH:5]=[CH:4][C:3]=1[CH2:10][OH:11].C([O-])(O)=O.[Na+].O.[C:18](Cl)(=[O:30])[O:19][CH2:20][C:21]1[CH:26]=[CH:25][CH:24]=[CH:23][C:22]=1[N+:27]([O-:29])=[O:28], predict the reaction product. The product is: [OH:11][CH2:10][C:3]1[CH:4]=[CH:5][CH:6]=[C:7]([CH2:8][OH:9])[C:2]=1[NH:1][C:18](=[O:30])[O:19][CH2:20][C:21]1[CH:26]=[CH:25][CH:24]=[CH:23][C:22]=1[N+:27]([O-:29])=[O:28]. (4) Given the reactants [OH-].[Na+].[Cl:3][C:4]1[CH:12]=[CH:11][C:10]2[NH:9][C:8]3[CH2:13][CH2:14][N:15]([CH3:18])[CH2:16][CH2:17][C:7]=3[C:6]=2[CH:5]=1.Br[CH2:20][CH2:21][C:22]1[CH:27]=[CH:26][C:25]([CH3:28])=[CH:24][CH:23]=1, predict the reaction product. The product is: [Cl:3][C:4]1[CH:12]=[CH:11][C:10]2[N:9]([CH2:20][CH2:21][C:22]3[CH:27]=[CH:26][C:25]([CH3:28])=[CH:24][CH:23]=3)[C:8]3[CH2:13][CH2:14][N:15]([CH3:18])[CH2:16][CH2:17][C:7]=3[C:6]=2[CH:5]=1. (5) Given the reactants [OH:1][CH2:2][C@@H:3]1[O:7][C:6](=[O:8])[CH2:5][CH2:4]1.CC1C=CC=C(C)N=1.[S:17](O[S:17]([C:20]([F:23])([F:22])[F:21])(=[O:19])=[O:18])([C:20]([F:23])([F:22])[F:21])(=[O:19])=[O:18].OS([O-])(=O)=O.[K+], predict the reaction product. The product is: [F:21][C:20]([F:23])([F:22])[S:17]([O:1][CH2:2][C@H:3]1[CH2:4][CH2:5][C:6](=[O:8])[O:7]1)(=[O:19])=[O:18].